From a dataset of Reaction yield outcomes from USPTO patents with 853,638 reactions. Predict the reaction yield, written as a fraction of the theoretical maximum amount of product (1.0 means a 100% yield; for example, 0.34 means a 34% yield). The reactants are [NH2:1][C:2]1[N:7]=[CH:6][N:5]=[C:4]2[N:8]([CH2:25][C@@H:26]3[CH2:30][CH2:29][CH2:28][N:27]3[C:31](=[O:49])[C:32]([C:47]#[N:48])=[CH:33][C:34]([N:37]([CH2:45][CH3:46])C(=O)OC(C)(C)C)([CH3:36])[CH3:35])[N:9]=[C:10]([C:11]3[CH:16]=[CH:15][C:14]([O:17][C:18]4[CH:23]=[CH:22][CH:21]=[CH:20][CH:19]=4)=[CH:13][C:12]=3[F:24])[C:3]=12.C(O)(C(F)(F)F)=O. The catalyst is C(Cl)Cl. The product is [NH2:1][C:2]1[N:7]=[CH:6][N:5]=[C:4]2[N:8]([CH2:25][C@@H:26]3[CH2:30][CH2:29][CH2:28][N:27]3[C:31]([C:32](=[CH:33][C:34]([NH:37][CH2:45][CH3:46])([CH3:35])[CH3:36])[C:47]#[N:48])=[O:49])[N:9]=[C:10]([C:11]3[CH:16]=[CH:15][C:14]([O:17][C:18]4[CH:19]=[CH:20][CH:21]=[CH:22][CH:23]=4)=[CH:13][C:12]=3[F:24])[C:3]=12. The yield is 0.160.